This data is from Full USPTO retrosynthesis dataset with 1.9M reactions from patents (1976-2016). The task is: Predict the reactants needed to synthesize the given product. (1) Given the product [C:2]([C:1]1[CH:7]=[C:8]([NH2:9])[N:21]([C:18]2[CH:19]=[CH:20][C:15]([C:11]([CH3:14])([CH3:13])[CH3:12])=[CH:16][CH:17]=2)[N:22]=1)([CH3:5])([CH3:4])[CH3:3], predict the reactants needed to synthesize it. The reactants are: [C:1]([CH2:7][C:8]#[N:9])(=O)[C:2]([CH3:5])([CH3:4])[CH3:3].Cl.[C:11]([C:15]1[CH:20]=[CH:19][C:18]([NH:21][NH2:22])=[CH:17][CH:16]=1)([CH3:14])([CH3:13])[CH3:12].C(OCC)(=O)C. (2) Given the product [C:1]([O:5][CH:6]([C:11]1[C:12]([C:21]2[CH:22]=[C:23]3[C:28](=[CH:29][CH:30]=2)[O:27][CH2:26][CH2:25][CH2:24]3)=[C:13]2[CH:20]=[CH:19][N:18]([CH2:38][C:37]3[CH:40]=[CH:41][C:34]([O:33][C:32]([F:43])([F:42])[F:31])=[CH:35][CH:36]=3)[C:14]2=[N:15][C:16]=1[CH3:17])[C:7]([OH:9])=[O:8])([CH3:4])([CH3:2])[CH3:3], predict the reactants needed to synthesize it. The reactants are: [C:1]([O:5][CH:6]([C:11]1[C:12]([C:21]2[CH:22]=[C:23]3[C:28](=[CH:29][CH:30]=2)[O:27][CH2:26][CH2:25][CH2:24]3)=[C:13]2[CH:20]=[CH:19][NH:18][C:14]2=[N:15][C:16]=1[CH3:17])[C:7]([O:9]C)=[O:8])([CH3:4])([CH3:3])[CH3:2].[F:31][C:32]([F:43])([F:42])[O:33][C:34]1[CH:41]=[CH:40][C:37]([CH2:38]Br)=[CH:36][CH:35]=1. (3) Given the product [N+:1]([C:4]1[CH:12]=[CH:11][C:7]([C:8]([N:25]2[CH2:26][CH2:27][N:22]([CH2:20][CH3:21])[CH2:23][CH2:24]2)=[O:10])=[C:6]([CH3:13])[CH:5]=1)([O-:3])=[O:2], predict the reactants needed to synthesize it. The reactants are: [N+:1]([C:4]1[CH:12]=[CH:11][C:7]([C:8]([OH:10])=O)=[C:6]([CH3:13])[CH:5]=1)([O-:3])=[O:2].C(Cl)(=O)C(Cl)=O.[CH2:20]([N:22]1[CH2:27][CH2:26][NH:25][CH2:24][CH2:23]1)[CH3:21].